The task is: Predict the reaction yield, written as a fraction of the theoretical maximum amount of product (1.0 means a 100% yield; for example, 0.34 means a 34% yield).. This data is from Reaction yield outcomes from USPTO patents with 853,638 reactions. (1) The reactants are C1(P(=O)(C2C=CC=CC=2)C2C=CC=CC=2)C=CC=CC=1.FC(F)(F)S(OS(C(F)(F)F)(=O)=O)(=O)=O.C([S:43][C:44]1([CH2:50][NH:51][C:52]([C:54]2[NH:55][C:56]3[C:61]([CH:62]=2)=[CH:60][CH:59]=[CH:58][C:57]=3[N:63]([CH3:72])[S:64]([C:67]2[S:68][CH:69]=[CH:70][CH:71]=2)(=[O:66])=[O:65])=O)[CH2:49][CH2:48][O:47][CH2:46][CH2:45]1)C1C=CC=CC=1.C(=O)([O-])O.[Na+]. The catalyst is C(#N)C. The product is [CH3:72][N:63]([C:57]1[CH:58]=[CH:59][CH:60]=[C:61]2[C:56]=1[NH:55][C:54]([C:52]1[S:43][C:44]3([CH2:49][CH2:48][O:47][CH2:46][CH2:45]3)[CH2:50][N:51]=1)=[CH:62]2)[S:64]([C:67]1[S:68][CH:69]=[CH:70][CH:71]=1)(=[O:66])=[O:65]. The yield is 0.360. (2) The reactants are [O:1]1[C:5]2[CH:6]=[CH:7][C:8]([C:10]3([C:14]#N)[CH2:13][CH2:12][CH2:11]3)=[CH:9][C:4]=2[O:3][CH2:2]1.[OH-:16].[K+].[OH2:18].Cl. The catalyst is C(O)CO. The product is [O:1]1[C:5]2[CH:6]=[CH:7][C:8]([C:10]3([C:14]([OH:18])=[O:16])[CH2:13][CH2:12][CH2:11]3)=[CH:9][C:4]=2[O:3][CH2:2]1. The yield is 0.650. (3) The catalyst is CN(C=O)C. The reactants are [Br:1][C:2]1[CH:7]=[CH:6][C:5]([CH2:8][CH2:9][OH:10])=[CH:4][CH:3]=1.[H-].[Na+].I[CH3:14]. The yield is 0.890. The product is [Br:1][C:2]1[CH:7]=[CH:6][C:5]([CH2:8][CH2:9][O:10][CH3:14])=[CH:4][CH:3]=1. (4) The reactants are IC.[C:3]1(C)C=CC=CC=1.[CH3:10][O:11][C:12]1[C:13]([O:32][CH3:33])=[CH:14][C:15]2[NH:21][C:20](=[O:22])[CH2:19][N:18]=[C:17]([C:23]3[CH:24]=[C:25]([CH:28]=[CH:29][CH:30]=3)[C:26]#[N:27])[C:16]=2[CH:31]=1.[OH-].[Na+]. The catalyst is CCCCCCCC[N+](CCCCCCCC)(CCCCCCCC)C.[Cl-].ClCCl.O. The product is [CH3:10][O:11][C:12]1[C:13]([O:32][CH3:33])=[CH:14][C:15]2[N:21]([CH3:3])[C:20](=[O:22])[CH2:19][N:18]=[C:17]([C:23]3[CH:24]=[C:25]([CH:28]=[CH:29][CH:30]=3)[C:26]#[N:27])[C:16]=2[CH:31]=1. The yield is 0.960. (5) The reactants are [CH2:1]([O:3][C:4]1[C:12]2[NH:11][C:10](=O)[N:9]([CH3:14])[C:8]=2[C:7]([CH:15]([CH2:18][CH3:19])[CH2:16][CH3:17])=[CH:6][CH:5]=1)[CH3:2].P(Cl)(Cl)([Cl:22])=O. No catalyst specified. The product is [Cl:22][C:10]1[N:9]([CH3:14])[C:8]2[C:7]([CH:15]([CH2:18][CH3:19])[CH2:16][CH3:17])=[CH:6][CH:5]=[C:4]([O:3][CH2:1][CH3:2])[C:12]=2[N:11]=1. The yield is 0.750.